This data is from Catalyst prediction with 721,799 reactions and 888 catalyst types from USPTO. The task is: Predict which catalyst facilitates the given reaction. Reactant: [F:1][C:2]1[CH:7]=[CH:6][CH:5]=[C:4]([F:8])[C:3]=1[NH:9][C:10](=[NH:22])[CH2:11][C:12]([C:14]1[CH:19]=[CH:18][C:17]([F:20])=[CH:16][C:15]=1[F:21])=[O:13].[C:23](OC)(=[O:26])[C:24]#[CH:25]. Product: [NH2:22][C:10]1[N:9]([C:3]2[C:2]([F:1])=[CH:7][CH:6]=[CH:5][C:4]=2[F:8])[C:23](=[O:26])[CH:24]=[CH:25][C:11]=1[C:12](=[O:13])[C:14]1[CH:19]=[CH:18][C:17]([F:20])=[CH:16][C:15]=1[F:21]. The catalyst class is: 5.